This data is from NCI-60 drug combinations with 297,098 pairs across 59 cell lines. The task is: Regression. Given two drug SMILES strings and cell line genomic features, predict the synergy score measuring deviation from expected non-interaction effect. (1) Drug 1: C1CCN(CC1)CCOC2=CC=C(C=C2)C(=O)C3=C(SC4=C3C=CC(=C4)O)C5=CC=C(C=C5)O. Drug 2: CC(C)CN1C=NC2=C1C3=CC=CC=C3N=C2N. Cell line: UO-31. Synergy scores: CSS=0.0290, Synergy_ZIP=-1.03, Synergy_Bliss=-0.769, Synergy_Loewe=-2.34, Synergy_HSA=-1.40. (2) Drug 1: CC1=C(C(=O)C2=C(C1=O)N3CC4C(C3(C2COC(=O)N)OC)N4)N. Drug 2: COCCOC1=C(C=C2C(=C1)C(=NC=N2)NC3=CC=CC(=C3)C#C)OCCOC.Cl. Cell line: KM12. Synergy scores: CSS=7.83, Synergy_ZIP=-6.00, Synergy_Bliss=-9.35, Synergy_Loewe=-32.6, Synergy_HSA=-12.8. (3) Drug 1: CN1C2=C(C=C(C=C2)N(CCCl)CCCl)N=C1CCCC(=O)O.Cl. Drug 2: CC1=C(C=C(C=C1)C(=O)NC2=CC(=CC(=C2)C(F)(F)F)N3C=C(N=C3)C)NC4=NC=CC(=N4)C5=CN=CC=C5. Cell line: HS 578T. Synergy scores: CSS=-1.04, Synergy_ZIP=0.908, Synergy_Bliss=-0.400, Synergy_Loewe=-37.8, Synergy_HSA=-3.07.